From a dataset of Forward reaction prediction with 1.9M reactions from USPTO patents (1976-2016). Predict the product of the given reaction. Given the reactants I[C:2]1[CH:7]=[CH:6][C:5]([O:8][CH3:9])=[CH:4][CH:3]=1.[F:10][C:11]([Si](C)(C)C)([F:16])[C:12]([F:15])([F:14])[F:13].[F-].[K+].N, predict the reaction product. The product is: [CH3:9][O:8][C:5]1[CH:6]=[CH:7][C:2]([C:11]([F:16])([F:10])[C:12]([F:15])([F:14])[F:13])=[CH:3][CH:4]=1.